From a dataset of Peptide-MHC class II binding affinity with 134,281 pairs from IEDB. Regression. Given a peptide amino acid sequence and an MHC pseudo amino acid sequence, predict their binding affinity value. This is MHC class II binding data. The peptide sequence is VMRYTIDKEFEKICR. The MHC is DRB1_1302 with pseudo-sequence DRB1_1302. The binding affinity (normalized) is 0.